This data is from Reaction yield outcomes from USPTO patents with 853,638 reactions. The task is: Predict the reaction yield, written as a fraction of the theoretical maximum amount of product (1.0 means a 100% yield; for example, 0.34 means a 34% yield). (1) The reactants are [CH2:1]([S:8][C:9]1[CH:10]=[CH:11][C:12](F)=[C:13]([C:15](=[O:30])/[CH:16]=[C:17](/[NH:19][C:20]2[CH:25]=[C:24]([F:26])[C:23]([Br:27])=[CH:22][C:21]=2[O:28][CH3:29])\[CH3:18])[CH:14]=1)[C:2]1[CH:7]=[CH:6][CH:5]=[CH:4][CH:3]=1.C(=O)([O-])[O-].[K+].[K+]. The catalyst is CS(C)=O. The product is [CH2:1]([S:8][C:9]1[CH:14]=[C:13]2[C:12](=[CH:11][CH:10]=1)[N:19]([C:20]1[CH:25]=[C:24]([F:26])[C:23]([Br:27])=[CH:22][C:21]=1[O:28][CH3:29])[C:17]([CH3:18])=[CH:16][C:15]2=[O:30])[C:2]1[CH:7]=[CH:6][CH:5]=[CH:4][CH:3]=1. The yield is 0.619. (2) The reactants are B1(B2C3CCCC2CCC3)C2CCCC1CCC2.[C:19]([O:23][C:24](=[O:51])[NH:25][C@@H:26]([CH:49]=[CH2:50])[CH2:27][N:28]1[C:32]2[N:33]=[CH:34][N:35]=[C:36]([NH2:37])[C:31]=2[C:30]([C:38]2[CH:39]=[N:40][C:41]3[C:46]([CH:47]=2)=[CH:45][CH:44]=[CH:43][CH:42]=3)=[C:29]1Br)([CH3:22])([CH3:21])[CH3:20].[OH-].[Na+]. The catalyst is O1CCCC1. The product is [C:19]([O:23][C:24](=[O:51])[NH:25][C@H:26]1[CH2:49][CH2:50][C:29]2[N:28]([C:32]3[N:33]=[CH:34][N:35]=[C:36]([NH2:37])[C:31]=3[C:30]=2[C:38]2[CH:39]=[N:40][C:41]3[C:46]([CH:47]=2)=[CH:45][CH:44]=[CH:43][CH:42]=3)[CH2:27]1)([CH3:22])([CH3:21])[CH3:20]. The yield is 0.800.